From a dataset of Catalyst prediction with 721,799 reactions and 888 catalyst types from USPTO. Predict which catalyst facilitates the given reaction. (1) Reactant: [OH-:1].[K+].[Br:3][C:4]1[CH:5]=[C:6]([CH2:11][C:12]#N)[CH:7]=[C:8]([CH3:10])[CH:9]=1.[OH2:14]. Product: [Br:3][C:4]1[CH:5]=[C:6]([CH2:11][C:12]([OH:14])=[O:1])[CH:7]=[C:8]([CH3:10])[CH:9]=1. The catalyst class is: 32. (2) Reactant: Cl[C:2]1[CH:36]=[CH:35][C:5]([C:6]([NH:8][C:9]2[CH:14]=[C:13]([C:15]([N:17]3[CH2:20][CH:19]([C:21]4[CH:26]=[CH:25][C:24]([C:27]5[CH:28]=[N:29][N:30]([CH3:32])[CH:31]=5)=[CH:23][CH:22]=4)[CH2:18]3)=[O:16])[CH:12]=[CH:11][C:10]=2[O:33][CH3:34])=[O:7])=[CH:4][N:3]=1.[CH:37]([NH2:40])([CH3:39])[CH3:38]. Product: [CH:37]([NH:40][C:2]1[CH:36]=[CH:35][C:5]([C:6]([NH:8][C:9]2[CH:14]=[C:13]([C:15]([N:17]3[CH2:18][CH:19]([C:21]4[CH:22]=[CH:23][C:24]([C:27]5[CH:28]=[N:29][N:30]([CH3:32])[CH:31]=5)=[CH:25][CH:26]=4)[CH2:20]3)=[O:16])[CH:12]=[CH:11][C:10]=2[O:33][CH3:34])=[O:7])=[CH:4][N:3]=1)([CH3:39])[CH3:38]. The catalyst class is: 13.